Dataset: Reaction yield outcomes from USPTO patents with 853,638 reactions. Task: Predict the reaction yield, written as a fraction of the theoretical maximum amount of product (1.0 means a 100% yield; for example, 0.34 means a 34% yield). (1) The reactants are [CH3:1][O:2][C:3]1[CH:8]=[CH:7][CH:6]=[CH:5][C:4]=1[C:9]1[C:17]2[C:12](=[N:13][CH:14]=[C:15]([C:18]3[N:23]=[C:22]([CH2:24][C:25]([N:27]([CH3:29])[CH3:28])=[O:26])[CH:21]=[N:20][CH:19]=3)[CH:16]=2)[N:11](S(C2C=CC(C)=CC=2)(=O)=O)[CH:10]=1.CN(C)C=O.[OH-].[K+]. The catalyst is CO. The product is [CH3:1][O:2][C:3]1[CH:8]=[CH:7][CH:6]=[CH:5][C:4]=1[C:9]1[C:17]2[C:12](=[N:13][CH:14]=[C:15]([C:18]3[N:23]=[C:22]([CH2:24][C:25]([N:27]([CH3:29])[CH3:28])=[O:26])[CH:21]=[N:20][CH:19]=3)[CH:16]=2)[NH:11][CH:10]=1. The yield is 0.141. (2) The reactants are C[Si](C)(C)CCOC([N:8]1[CH2:13][CH2:12][CH:11]([C:14]2[CH:19]=[CH:18][CH:17]=[C:16]([CH2:20][NH:21][C:22]([O:24][C:25]([CH3:28])([CH3:27])[CH3:26])=[O:23])[CH:15]=2)[CH2:10][CH2:9]1)=O.[F-].C([N+](CCCC)(CCCC)CCCC)CCC. The catalyst is O1CCCC1. The product is [C:25]([O:24][C:22](=[O:23])[NH:21][CH2:20][C:16]1[CH:17]=[CH:18][CH:19]=[C:14]([CH:11]2[CH2:12][CH2:13][NH:8][CH2:9][CH2:10]2)[CH:15]=1)([CH3:28])([CH3:26])[CH3:27]. The yield is 0.930. (3) The reactants are FC(F)(F)C(O)=O.[CH2:8]([NH:12][C:13]1[N:21]=[C:20]2[C:16]([N:17]=[C:18]([O:22][CH3:23])[NH:19]2)=[C:15]([NH2:24])[N:14]=1)[CH2:9][CH2:10][CH3:11].C(=O)([O-])[O-].[K+].[K+].Br[CH2:32][CH:33]1[CH2:38][CH2:37][O:36][CH2:35][CH2:34]1. The catalyst is CN(C)C=O.C(OCC)(=O)C. The product is [CH2:8]([NH:12][C:13]1[N:21]=[C:20]2[C:16]([N:17]=[C:18]([O:22][CH3:23])[N:19]2[CH2:32][CH:33]2[CH2:38][CH2:37][O:36][CH2:35][CH2:34]2)=[C:15]([NH2:24])[N:14]=1)[CH2:9][CH2:10][CH3:11]. The yield is 0.900. (4) The reactants are [C:1](Cl)(=[O:4])[CH:2]=[CH2:3].[CH3:6][N:7]([CH3:39])[CH:8]1[CH2:11][N:10]([C:12]2[CH:17]=[C:16]([O:18][CH3:19])[C:15]([NH:20][C:21]3[N:26]=[C:25]([C:27]4[C:35]5[C:30](=[CH:31][CH:32]=[CH:33][CH:34]=5)[N:29]([CH3:36])[CH:28]=4)[C:24]([CH3:37])=[CH:23][N:22]=3)=[CH:14][C:13]=2[NH2:38])[CH2:9]1. The catalyst is C(Cl)Cl.CO.CC#N. The product is [CH3:39][N:7]([CH3:6])[CH:8]1[CH2:9][N:10]([C:12]2[CH:17]=[C:16]([O:18][CH3:19])[C:15]([NH:20][C:21]3[N:26]=[C:25]([C:27]4[C:35]5[C:30](=[CH:31][CH:32]=[CH:33][CH:34]=5)[N:29]([CH3:36])[CH:28]=4)[C:24]([CH3:37])=[CH:23][N:22]=3)=[CH:14][C:13]=2[NH:38][C:1](=[O:4])[CH:2]=[CH2:3])[CH2:11]1. The yield is 0.310.